Task: Regression. Given two drug SMILES strings and cell line genomic features, predict the synergy score measuring deviation from expected non-interaction effect.. Dataset: NCI-60 drug combinations with 297,098 pairs across 59 cell lines (1) Drug 2: N.N.Cl[Pt+2]Cl. Drug 1: C1=CC(=CC=C1CCCC(=O)O)N(CCCl)CCCl. Cell line: UACC62. Synergy scores: CSS=15.7, Synergy_ZIP=-10.4, Synergy_Bliss=-13.0, Synergy_Loewe=-13.3, Synergy_HSA=-11.9. (2) Drug 1: CC1=C(C(=O)C2=C(C1=O)N3CC4C(C3(C2COC(=O)N)OC)N4)N. Drug 2: CC1CCC2CC(C(=CC=CC=CC(CC(C(=O)C(C(C(=CC(C(=O)CC(OC(=O)C3CCCCN3C(=O)C(=O)C1(O2)O)C(C)CC4CCC(C(C4)OC)OP(=O)(C)C)C)C)O)OC)C)C)C)OC. Cell line: NCIH23. Synergy scores: CSS=64.6, Synergy_ZIP=1.64, Synergy_Bliss=1.54, Synergy_Loewe=6.72, Synergy_HSA=8.01. (3) Drug 1: CCN(CC)CCCC(C)NC1=C2C=C(C=CC2=NC3=C1C=CC(=C3)Cl)OC. Drug 2: CC12CCC3C(C1CCC2OP(=O)(O)O)CCC4=C3C=CC(=C4)OC(=O)N(CCCl)CCCl.[Na+]. Cell line: SN12C. Synergy scores: CSS=6.68, Synergy_ZIP=-6.46, Synergy_Bliss=-1.35, Synergy_Loewe=-7.39, Synergy_HSA=-0.303. (4) Drug 1: CC1=CC2C(CCC3(C2CCC3(C(=O)C)OC(=O)C)C)C4(C1=CC(=O)CC4)C. Drug 2: C1=CC(=CC=C1C#N)C(C2=CC=C(C=C2)C#N)N3C=NC=N3. Cell line: COLO 205. Synergy scores: CSS=-3.17, Synergy_ZIP=1.95, Synergy_Bliss=0.267, Synergy_Loewe=-0.676, Synergy_HSA=-2.54. (5) Drug 1: C1CN1C2=NC(=NC(=N2)N3CC3)N4CC4. Drug 2: C1=CC(=CC=C1CCCC(=O)O)N(CCCl)CCCl. Cell line: OVCAR-5. Synergy scores: CSS=25.3, Synergy_ZIP=-9.55, Synergy_Bliss=0.890, Synergy_Loewe=-5.60, Synergy_HSA=1.19. (6) Drug 1: C1=NC(=NC(=O)N1C2C(C(C(O2)CO)O)O)N. Drug 2: CC1CCCC2(C(O2)CC(NC(=O)CC(C(C(=O)C(C1O)C)(C)C)O)C(=CC3=CSC(=N3)C)C)C. Cell line: NCI-H226. Synergy scores: CSS=41.7, Synergy_ZIP=-7.09, Synergy_Bliss=-3.93, Synergy_Loewe=-0.712, Synergy_HSA=1.54. (7) Drug 1: COC1=C(C=C2C(=C1)N=CN=C2NC3=CC(=C(C=C3)F)Cl)OCCCN4CCOCC4. Drug 2: CC12CCC3C(C1CCC2=O)CC(=C)C4=CC(=O)C=CC34C. Cell line: U251. Synergy scores: CSS=22.5, Synergy_ZIP=-2.73, Synergy_Bliss=-3.16, Synergy_Loewe=-1.98, Synergy_HSA=-0.972.